Task: Regression. Given a peptide amino acid sequence and an MHC pseudo amino acid sequence, predict their binding affinity value. This is MHC class II binding data.. Dataset: Peptide-MHC class II binding affinity with 134,281 pairs from IEDB (1) The peptide sequence is TSLLISWGHYPLHLR. The MHC is DRB1_1501 with pseudo-sequence DRB1_1501. The binding affinity (normalized) is 1.00. (2) The peptide sequence is ICGIVYWMRRHTQKAPKRIRLPHIRED. The MHC is DRB1_1301 with pseudo-sequence DRB1_1301. The binding affinity (normalized) is 0.628. (3) The MHC is HLA-DQA10501-DQB10301 with pseudo-sequence HLA-DQA10501-DQB10301. The peptide sequence is MAGAGPAPMLAAAAG. The binding affinity (normalized) is 0.380. (4) The peptide sequence is CPKYVKQNTLKLATG. The MHC is DRB1_0901 with pseudo-sequence DRB1_0901. The binding affinity (normalized) is 0.581. (5) The MHC is HLA-DQA10401-DQB10402 with pseudo-sequence HLA-DQA10401-DQB10402. The binding affinity (normalized) is 0.331. The peptide sequence is ALREKVLGLPAIKAW.